Dataset: Catalyst prediction with 721,799 reactions and 888 catalyst types from USPTO. Task: Predict which catalyst facilitates the given reaction. (1) Reactant: [Br:1][C:2]1[CH:7]=[C:6]([Cl:8])[CH:5]=[C:4]([CH2:9][C:10]([CH3:12])=[CH2:11])[C:3]=1[OH:13].O. Product: [Br:1][C:2]1[C:3]2[O:13][C:10]([CH3:12])([CH3:11])[CH2:9][C:4]=2[CH:5]=[C:6]([Cl:8])[CH:7]=1. The catalyst class is: 11. (2) Reactant: [Cl:1][C:2]1[CH:3]=[C:4]([CH:8]=[C:9]([O:11][CH3:12])[N:10]=1)[C:5]([OH:7])=O.Cl.COCN.C(N(CC)CC)C.CN([C:28]([O:32][N:33]1N=NC2C=CC=C[C:34]1=2)=[N+](C)C)C.F[P-](F)(F)(F)(F)F. Product: [Cl:1][C:2]1[CH:3]=[C:4]([C:5]([N:33]([O:32][CH3:28])[CH3:34])=[O:7])[CH:8]=[C:9]([O:11][CH3:12])[N:10]=1. The catalyst class is: 2. (3) Reactant: [OH:1][CH2:2][C@H:3]1[CH2:8][CH2:7][CH2:6][C@@H:5]([OH:9])[CH2:4]1.[Si:10](Cl)([C:23]([CH3:26])([CH3:25])[CH3:24])([C:17]1[CH:22]=[CH:21][CH:20]=[CH:19][CH:18]=1)[C:11]1[CH:16]=[CH:15][CH:14]=[CH:13][CH:12]=1.N1C=CN=C1.CN(C1C=CC=CN=1)C. Product: [Si:10]([O:1][CH2:2][C@H:3]1[CH2:8][CH2:7][CH2:6][C@@H:5]([OH:9])[CH2:4]1)([C:23]([CH3:26])([CH3:25])[CH3:24])([C:17]1[CH:18]=[CH:19][CH:20]=[CH:21][CH:22]=1)[C:11]1[CH:16]=[CH:15][CH:14]=[CH:13][CH:12]=1. The catalyst class is: 9. (4) Reactant: [S:1]1[CH:5]=[CH:4][CH:3]=[C:2]1[S:6]([N:9]1[CH2:14][CH2:13][N:12]([C:15]2[CH:20]=[CH:19][C:18]([C:21]([OH:27])([CH3:26])[C:22]([F:25])([F:24])[F:23])=[CH:17][CH:16]=2)[C@@H:11]([CH2:28][N:29]2[CH:34]3[CH2:35][CH:36]([OH:38])[CH2:37][CH:30]2[CH2:31][O:32][CH2:33]3)[CH2:10]1)(=[O:8])=[O:7].[CH2:39]1COCC1.[H-].[Na+].IC. Product: [F:23][C:22]([F:25])([F:24])[C:21]([C:18]1[CH:19]=[CH:20][C:15]([N:12]2[CH2:13][CH2:14][N:9]([S:6]([C:2]3[S:1][CH:5]=[CH:4][CH:3]=3)(=[O:7])=[O:8])[CH2:10][C@@H:11]2[CH2:28][N:29]2[C@H:30]3[CH2:37][CH:36]([O:38][CH3:39])[CH2:35][C@@H:34]2[CH2:33][O:32][CH2:31]3)=[CH:16][CH:17]=1)([OH:27])[CH3:26]. The catalyst class is: 5. (5) Reactant: Cl.[F:2][C:3]1[CH:12]=[C:11]2[C:6]([CH2:7][CH2:8][NH:9][CH2:10]2)=[CH:5][C:4]=1[N+:13]([O-:15])=[O:14].C(N(CC)CC)C.[C:23](O[C:23]([O:25][C:26]([CH3:29])([CH3:28])[CH3:27])=[O:24])([O:25][C:26]([CH3:29])([CH3:28])[CH3:27])=[O:24]. Product: [F:2][C:3]1[CH:12]=[C:11]2[C:6]([CH2:7][CH2:8][N:9]([C:23]([O:25][C:26]([CH3:29])([CH3:28])[CH3:27])=[O:24])[CH2:10]2)=[CH:5][C:4]=1[N+:13]([O-:15])=[O:14]. The catalyst class is: 38. (6) Reactant: C(OC([N:8]1[CH2:13][CH2:12][CH:11]([C:14]2[N:15]([CH2:35][C:36]([O:38][CH3:39])=[O:37])[C:16]([C:27]3[CH:32]=[CH:31][C:30]([O:33][CH3:34])=[CH:29][CH:28]=3)=[C:17]([C:19]3[CH:24]=[CH:23][C:22]([O:25][CH3:26])=[CH:21][CH:20]=3)[N:18]=2)[CH2:10][CH2:9]1)=O)(C)(C)C. Product: [CH3:26][O:25][C:22]1[CH:21]=[CH:20][C:19]([C:17]2[N:18]=[C:14]([CH:11]3[CH2:10][CH2:9][NH:8][CH2:13][CH2:12]3)[N:15]([CH2:35][C:36]([O:38][CH3:39])=[O:37])[C:16]=2[C:27]2[CH:28]=[CH:29][C:30]([O:33][CH3:34])=[CH:31][CH:32]=2)=[CH:24][CH:23]=1. The catalyst class is: 209. (7) Reactant: [CH3:1][C@@H:2]1[CH2:13][CH:12]=[CH:11][CH2:10][CH2:9][C:8](=[O:14])[O:7][CH2:6][C@@H:5]2[CH2:15][CH2:16][CH2:17][N:4]2[C:3]1=[O:18]. Product: [CH3:1][C@@H:2]1[CH2:13][CH2:12][CH2:11][CH2:10][CH2:9][C:8](=[O:14])[O:7][CH2:6][C@@H:5]2[CH2:15][CH2:16][CH2:17][N:4]2[C:3]1=[O:18]. The catalyst class is: 19.